Dataset: Retrosynthesis with 50K atom-mapped reactions and 10 reaction types from USPTO. Task: Predict the reactants needed to synthesize the given product. (1) Given the product CCN(CC)CCCCn1c2cc(C)c(C)cc2n2c(=O)c3ccc(C)cc3nc12, predict the reactants needed to synthesize it. The reactants are: CCN(CC)CCCCBr.Cc1ccc2c(=O)n3c(nc2c1)[nH]c1cc(C)c(C)cc13. (2) Given the product COc1ccc(F)cc1-c1ccc(C=O)cc1OCc1ccccc1, predict the reactants needed to synthesize it. The reactants are: COc1ccc(F)cc1B(O)O.O=Cc1ccc(I)c(OCc2ccccc2)c1. (3) Given the product COC(=O)C[C@@H]1COc2cc(O[C@@H]3CCc4c(-c5c(C)cc(C6=CCOC6)cc5C)ccc(F)c43)ccc21, predict the reactants needed to synthesize it. The reactants are: COC(=O)C[C@@H]1COc2cc(O[C@@H]3CCc4c(Br)ccc(F)c43)ccc21.Cc1cc(C2=CCOC2)cc(C)c1Br. (4) Given the product CCCCC(Cc1ccc(OCCCN)cc1)C(=O)OCC, predict the reactants needed to synthesize it. The reactants are: CCCCC(Cc1ccc(OCCCN=[N+]=[N-])cc1)C(=O)OCC.